This data is from Full USPTO retrosynthesis dataset with 1.9M reactions from patents (1976-2016). The task is: Predict the reactants needed to synthesize the given product. (1) Given the product [ClH:1].[Cl:1][C:2]1[CH:3]=[C:4]2[C:8](=[CH:9][CH:10]=1)[NH:7][C:6](=[O:11])[C:5]2([CH2:14][CH2:15][CH2:16][CH2:17][N:24]1[CH2:25][CH2:26][C:27]2[S:19][CH:20]=[CH:21][C:22]=2[CH2:23]1)[CH2:12][CH3:13], predict the reactants needed to synthesize it. The reactants are: [Cl:1][C:2]1[CH:3]=[C:4]2[C:8](=[CH:9][CH:10]=1)[NH:7][C:6](=[O:11])[C:5]2([CH2:14][CH2:15][CH2:16][CH2:17]Cl)[CH2:12][CH3:13].[S:19]1[C:27]2[CH2:26][CH2:25][NH:24][CH2:23][C:22]=2[CH:21]=[CH:20]1. (2) Given the product [F:1][C@@H:2]1[CH2:6][NH:5][C@@H:4]([C:18]([NH:20][C@H:21]([C:23]2[CH:31]=[CH:30][C:26]([C:27]([OH:29])=[O:28])=[CH:25][CH:24]=2)[CH3:22])=[O:19])[CH2:3]1, predict the reactants needed to synthesize it. The reactants are: [F:1][C@@H:2]1[CH2:6][N:5](CC2C=CC=C(C(F)(F)F)C=2)[C@@H:4]([C:18]([NH:20][C@H:21]([C:23]2[CH:31]=[CH:30][C:26]([C:27]([O-:29])=[O:28])=[CH:25][CH:24]=2)[CH3:22])=[O:19])[CH2:3]1.[Li+]. (3) Given the product [OH:38][CH2:37][C:35]([NH:1][C@H:2]1[CH2:7][CH2:6][C@H:5]([NH:8][C:9]([C:11]2[C:15]3[N:16]=[CH:17][N:18]=[C:19]([C:20]4[CH:25]=[C:24]([F:26])[C:23]([O:27][CH3:28])=[CH:22][C:21]=4[O:29][CH2:30][CH:31]4[CH2:33][CH2:32]4)[C:14]=3[NH:13][CH:12]=2)=[O:10])[CH2:4][CH2:3]1)=[O:36], predict the reactants needed to synthesize it. The reactants are: [NH2:1][C@H:2]1[CH2:7][CH2:6][C@H:5]([NH:8][C:9]([C:11]2[C:15]3[N:16]=[CH:17][N:18]=[C:19]([C:20]4[CH:25]=[C:24]([F:26])[C:23]([O:27][CH3:28])=[CH:22][C:21]=4[O:29][CH2:30][CH:31]4[CH2:33][CH2:32]4)[C:14]=3[NH:13][CH:12]=2)=[O:10])[CH2:4][CH2:3]1.Cl[C:35]([CH2:37][O:38]C(=O)C)=[O:36]. (4) Given the product [CH3:19][N:20]([CH3:30])[C:21]1[CH:26]=[CH:25][C:24]([C:2]2[CH:18]=[CH:17][C:5]([O:6][CH2:7][C:8]3[CH:9]=[C:10]([C:14]([OH:16])=[O:15])[O:11][C:12]=3[CH3:13])=[CH:4][CH:3]=2)=[CH:23][CH:22]=1, predict the reactants needed to synthesize it. The reactants are: I[C:2]1[CH:18]=[CH:17][C:5]([O:6][CH2:7][C:8]2[CH:9]=[C:10]([C:14]([OH:16])=[O:15])[O:11][C:12]=2[CH3:13])=[CH:4][CH:3]=1.[CH3:19][N:20]([CH3:30])[C:21]1[CH:26]=[CH:25][C:24](B(O)O)=[CH:23][CH:22]=1.